From a dataset of Reaction yield outcomes from USPTO patents with 853,638 reactions. Predict the reaction yield, written as a fraction of the theoretical maximum amount of product (1.0 means a 100% yield; for example, 0.34 means a 34% yield). (1) The product is [Br:1][C:2]1[CH:3]=[C:4]([OH:14])[C:5]([F:8])=[N:6][CH:7]=1. The yield is 0.620. The reactants are [Br:1][C:2]1[CH:3]=[C:4](B(O)O)[C:5]([F:8])=[N:6][CH:7]=1.C(O)(=[O:14])C.C(OCC)(=O)C.OO. The catalyst is C(O)C. (2) The reactants are [CH2:1]([O:3][C:4](=[O:13])[CH:5]=[C:6]1[CH2:10][C@H:9]([CH3:11])[C@H:8]([CH3:12])[CH2:7]1)[CH3:2].[N+:14]([CH3:17])([O-:16])=[O:15].[F-].C([N+](CCCC)(CCCC)CCCC)CCC. The catalyst is O1CCCC1.C(OCC)(=O)C. The product is [CH2:1]([O:3][C:4](=[O:13])[CH2:5][C:6]1([CH2:17][N+:14]([O-:16])=[O:15])[CH2:7][C@@H:8]([CH3:12])[C@H:9]([CH3:11])[CH2:10]1)[CH3:2]. The yield is 0.450. (3) The reactants are CN([CH2:4][C:5]1[C:13]2[C:8](=[CH:9][N:10]=[C:11]([C:14]([O:16][CH3:17])=[O:15])[CH:12]=2)[N:7]([CH2:18][C:19]2[CH:24]=[CH:23][C:22]([F:25])=[CH:21][CH:20]=2)[CH:6]=1)C.ClC(OCC)=O.[OH:32][CH2:33][CH2:34][N:35]1[CH2:39][CH2:38][CH2:37][C:36]1=[O:40].C(N(C(C)C)C(C)C)C. The catalyst is C(Cl)Cl.CCOC(C)=O.CN(C=O)C. The product is [F:25][C:22]1[CH:21]=[CH:20][C:19]([CH2:18][N:7]2[C:8]3=[CH:9][N:10]=[C:11]([C:14]([O:16][CH3:17])=[O:15])[CH:12]=[C:13]3[C:5]([CH2:4][O:32][CH2:33][CH2:34][N:35]3[CH2:39][CH2:38][CH2:37][C:36]3=[O:40])=[CH:6]2)=[CH:24][CH:23]=1. The yield is 0.760. (4) The reactants are [C:1]([C:3]1[CH:42]=[CH:41][C:6]([CH2:7][N:8]([CH2:25][C:26]2[CH:31]=[CH:30][C:29]([O:32][C:33]3[CH:38]=[CH:37][CH:36]=[C:35]([CH:39]=[O:40])[CH:34]=3)=[CH:28][CH:27]=2)[C:9]2[C:10]([CH3:24])=[C:11]([N:15]([S:20]([CH3:23])(=[O:22])=[O:21])[S:16]([CH3:19])(=[O:18])=[O:17])[CH:12]=[CH:13][CH:14]=2)=[CH:5][CH:4]=1)#[N:2].CO.C1COCC1.C(O)(=O)C.[BH4-].[Na+]. The catalyst is C(Cl)Cl.CO.O. The product is [C:1]([C:3]1[CH:4]=[CH:5][C:6]([CH2:7][N:8]([CH2:25][C:26]2[CH:31]=[CH:30][C:29]([O:32][C:33]3[CH:38]=[CH:37][CH:36]=[C:35]([CH2:39][OH:40])[CH:34]=3)=[CH:28][CH:27]=2)[C:9]2[C:10]([CH3:24])=[C:11]([N:15]([S:20]([CH3:23])(=[O:21])=[O:22])[S:16]([CH3:19])(=[O:18])=[O:17])[CH:12]=[CH:13][CH:14]=2)=[CH:41][CH:42]=1)#[N:2]. The yield is 0.760. (5) The reactants are Cl[C:2]1[CH:7]=[CH:6][N:5]=[CH:4][C:3]=1[N+:8]([O-:10])=[O:9].[CH3:11][NH2:12].O. The catalyst is ClCCl. The product is [CH3:11][NH:12][C:2]1[CH:7]=[CH:6][N:5]=[CH:4][C:3]=1[N+:8]([O-:10])=[O:9]. The yield is 0.910. (6) The catalyst is [Ni]. The product is [NH2:29][CH2:28][CH2:27][CH2:26][CH2:25][C:24]([CH3:31])([CH3:30])[CH2:23][N:11]([S:12]([C:15]1[CH:20]=[CH:19][CH:18]=[C:17]([NH:21][CH3:22])[CH:16]=1)(=[O:14])=[O:13])[CH2:10][C@@H:9]([OH:32])[C@@H:8]([NH:33][C:34](=[O:44])[O:35][C@@H:36]1[C@H:43]2[C@H:39]([O:40][CH2:41][CH2:42]2)[O:38][CH2:37]1)[CH2:1][C:2]1[CH:3]=[CH:4][CH:5]=[CH:6][CH:7]=1. The yield is 0.720. The reactants are [CH2:1]([C@H:8]([NH:33][C:34](=[O:44])[O:35][C@@H:36]1[C@H:43]2[C@H:39]([O:40][CH2:41][CH2:42]2)[O:38][CH2:37]1)[C@H:9]([OH:32])[CH2:10][N:11]([CH2:23][C:24]([CH3:31])([CH3:30])[CH2:25][CH2:26][CH2:27][C:28]#[N:29])[S:12]([C:15]1[CH:20]=[CH:19][CH:18]=[C:17]([NH:21][CH3:22])[CH:16]=1)(=[O:14])=[O:13])[C:2]1[CH:7]=[CH:6][CH:5]=[CH:4][CH:3]=1. (7) The yield is 0.540. The product is [Br:1][C:2]1[C:3]([C:8]2[S:9][C:10]([Cl:13])=[CH:11][CH:12]=2)=[N:4][N:5]([CH3:17])[C:6]=1[CH3:7]. The reactants are [Br:1][C:2]1[C:3]([C:8]2[S:9][C:10]([Cl:13])=[CH:11][CH:12]=2)=[N:4][NH:5][C:6]=1[CH3:7].[H-].[Na+].I[CH3:17].[Cl-].[NH4+]. The catalyst is CN(C)C=O. (8) The reactants are [F:1][C:2]([F:37])([F:36])[C:3]1[CH:4]=[C:5]([CH:29]=[C:30]([C:32]([F:35])([F:34])[F:33])[CH:31]=1)[CH2:6][O:7][CH2:8][CH:9]([N:16]1[CH2:21][CH2:20][N:19]([CH2:22][CH2:23][O:24][CH2:25][C:26]([OH:28])=O)[CH2:18][CH2:17]1)[C:10]1[CH:15]=[CH:14][CH:13]=[CH:12][CH:11]=1.[C:38]1([S:44]([NH2:47])(=[O:46])=[O:45])[CH:43]=[CH:42][CH:41]=[CH:40][CH:39]=1.CCN=C=NCCCN(C)C. The catalyst is C(Cl)Cl.CN(C1C=CN=CC=1)C. The product is [F:1][C:2]([F:37])([F:36])[C:3]1[CH:4]=[C:5]([CH:29]=[C:30]([C:32]([F:33])([F:34])[F:35])[CH:31]=1)[CH2:6][O:7][CH2:8][CH:9]([N:16]1[CH2:21][CH2:20][N:19]([CH2:22][CH2:23][O:24][CH2:25][C:26]([NH:47][S:44]([C:38]2[CH:43]=[CH:42][CH:41]=[CH:40][CH:39]=2)(=[O:46])=[O:45])=[O:28])[CH2:18][CH2:17]1)[C:10]1[CH:11]=[CH:12][CH:13]=[CH:14][CH:15]=1. The yield is 0.500.